Dataset: Full USPTO retrosynthesis dataset with 1.9M reactions from patents (1976-2016). Task: Predict the reactants needed to synthesize the given product. (1) Given the product [Cl:1][C:2]1[CH:3]=[C:4]([N:9]2[C:13](=[O:14])[C@@H:12]3[CH2:15][C@H:16]([O:18][C:43]4[CH:44]=[CH:45][C:40]([Br:39])=[CH:41][CH:42]=4)[CH2:17][N:11]3[C:10]2=[O:19])[CH:5]=[C:6]([Cl:8])[CH:7]=1, predict the reactants needed to synthesize it. The reactants are: [Cl:1][C:2]1[CH:3]=[C:4]([N:9]2[C:13](=[O:14])[C@@H:12]3[CH2:15][C@@H:16]([OH:18])[CH2:17][N:11]3[C:10]2=[O:19])[CH:5]=[C:6]([Cl:8])[CH:7]=1.C1C=CC(P(C2C=CC=CC=2)C2C=CC=CC=2)=CC=1.[Br:39][C:40]1[CH:45]=[CH:44][C:43](O)=[CH:42][CH:41]=1.CC(OC(/N=N/C(OC(C)C)=O)=O)C. (2) Given the product [CH2:20]([O:19][C:11]1[C:10]2[C:6]3[S:7][CH:8]=[CH:9][C:5]=3[CH:4]=[C:3]([O:2][CH2:1][CH2:18][CH2:3][CH2:4][CH2:5][CH2:23][CH2:24][CH2:25][CH2:26][CH2:27][CH2:22][CH3:32])[C:18]=2[C:14]2[S:15][CH:16]=[CH:17][C:13]=2[CH:12]=1)[CH2:44][CH2:43][CH2:42][CH2:41][CH2:40][CH2:39][CH2:38][CH2:37][CH2:36][CH2:35][CH3:34], predict the reactants needed to synthesize it. The reactants are: [CH3:1][O:2][C:3]1[C:18]2[C:14]3[S:15][CH:16]=[CH:17][C:13]=3[CH:12]=[C:11]([O:19][CH3:20])[C:10]=2[C:6]2[S:7][CH:8]=[CH:9][C:5]=2[CH:4]=1.O.[C:22]1([CH3:32])[CH:27]=[CH:26][C:25](S(O)(=O)=O)=[CH:24][CH:23]=1.C(O)[CH2:34][CH2:35][CH2:36][CH2:37][CH2:38][CH2:39][CH2:40][CH2:41][CH2:42][CH2:43][CH3:44]. (3) Given the product [ClH:9].[ClH:35].[NH2:1][CH:2]1[CH2:7][CH2:6][CH:5]([NH:8][C:10]2[N:18]=[C:17]3[C:13]([N:14]=[CH:15][N:16]3[CH:19]3[CH2:23][CH2:22][S:21][CH2:20]3)=[C:12]([NH:24][C:25]3[CH:26]=[CH:27][CH:28]=[CH:29][CH:30]=3)[N:11]=2)[CH2:4][CH2:3]1, predict the reactants needed to synthesize it. The reactants are: [NH2:1][C@H:2]1[CH2:7][CH2:6][C@H:5]([NH2:8])[CH2:4][CH2:3]1.[Cl:9][C:10]1[N:18]=[C:17]2[C:13]([N:14]=[CH:15][N:16]2[CH:19]2[CH2:23][CH2:22][S:21][CH2:20]2)=[C:12]([NH:24][C:25]2[CH:30]=[CH:29][CH:28]=[CH:27][CH:26]=2)[N:11]=1.CO.[OH-].[NH4+].[ClH:35].